From a dataset of Full USPTO retrosynthesis dataset with 1.9M reactions from patents (1976-2016). Predict the reactants needed to synthesize the given product. (1) Given the product [CH3:8][C:6](=[CH2:7])[CH2:5][C:4]([C:10]1[CH:15]=[CH:14][CH:13]=[CH:12][CH:11]=1)([OH:9])[CH2:3][CH2:2][NH:21][C:17]([CH3:18])([C:19]#[CH:20])[CH3:16], predict the reactants needed to synthesize it. The reactants are: Cl[CH2:2][CH2:3][C:4]([C:10]1[CH:15]=[CH:14][CH:13]=[CH:12][CH:11]=1)([OH:9])[CH2:5][C:6]([CH3:8])=[CH2:7].[CH3:16][C:17]([NH2:21])([C:19]#[CH:20])[CH3:18].CCN(C(C)C)C(C)C. (2) Given the product [C:41]([O:40][C:38]([N:34]1[CH2:33][C@@H:32]2[CH2:37][C@H:35]1[CH2:36][N:31]2[C:29]([C@@:9]1([C:5]2([OH:4])[CH2:6][CH2:7][CH2:8]2)[CH2:13][CH2:12][C@@H:11]([N:14]([C:23](=[O:28])[C:24]([F:26])([F:27])[F:25])[C@@H:15]2[C@H:20]([O:21][CH3:22])[CH2:19][O:18][CH2:17][CH2:16]2)[CH2:10]1)=[O:30])=[O:39])([CH3:44])([CH3:42])[CH3:43], predict the reactants needed to synthesize it. The reactants are: C([O:4][C:5]1([C@:9]2([C:29]([N:31]3[CH2:36][C@@H:35]4[CH2:37][C@H:32]3[CH2:33][N:34]4[C:38]([O:40][C:41]([CH3:44])([CH3:43])[CH3:42])=[O:39])=[O:30])[CH2:13][CH2:12][C@@H:11]([N:14]([C:23](=[O:28])[C:24]([F:27])([F:26])[F:25])[C@@H:15]3[C@H:20]([O:21][CH3:22])[CH2:19][O:18][CH2:17][CH2:16]3)[CH2:10]2)[CH2:8][CH2:7][CH2:6]1)(=O)C.C(=O)([O-])[O-].[K+].[K+]. (3) Given the product [Cl:1][C:2]1[N:3]=[CH:4][C:5]([C:6]([NH:19][C:16]2[CH:17]=[CH:18][C:13]([O:12][CH3:11])=[CH:14][CH:15]=2)=[O:7])=[CH:9][CH:10]=1, predict the reactants needed to synthesize it. The reactants are: [Cl:1][C:2]1[CH:10]=[CH:9][C:5]([C:6](Cl)=[O:7])=[CH:4][N:3]=1.[CH3:11][O:12][C:13]1[CH:18]=[CH:17][C:16]([NH2:19])=[CH:15][CH:14]=1. (4) Given the product [CH3:11][O:10][C:4]1[CH:5]=[C:6]([O:8][CH3:9])[N:7]=[C:2]([N:19]2[CH2:26][CH:25]3[CH:21]([CH2:22][NH:23][CH2:24]3)[CH2:20]2)[N:3]=1, predict the reactants needed to synthesize it. The reactants are: Cl[C:2]1[N:7]=[C:6]([O:8][CH3:9])[CH:5]=[C:4]([O:10][CH3:11])[N:3]=1.C(OC([N:19]1[CH2:26][CH:25]2[CH:21]([CH2:22][NH:23][CH2:24]2)[CH2:20]1)=O)(C)(C)C. (5) Given the product [CH3:1][C:2]1[C:6]([C:7]2[C:8]([C:15]3[CH:20]=[CH:19][C:18]([OH:21])=[CH:17][CH:16]=3)=[N:9][N:10]([CH3:14])[C:11]=2[CH2:12][OH:13])=[C:5]([CH3:23])[O:4][N:3]=1, predict the reactants needed to synthesize it. The reactants are: [CH3:1][C:2]1[C:6]([C:7]2[C:8]([C:15]3[CH:20]=[CH:19][C:18]([O:21]C)=[CH:17][CH:16]=3)=[N:9][N:10]([CH3:14])[C:11]=2[CH:12]=[O:13])=[C:5]([CH3:23])[O:4][N:3]=1.Cl.NO.N1C=CC=CC=1.Cl. (6) Given the product [F:1][C:2]1[CH:7]=[CH:6][C:5]([C:8]2[CH:9]=[C:10]([CH2:19][NH:35][CH3:34])[C:11](=[O:18])[N:12]([CH2:14][CH:15]([CH3:17])[CH3:16])[N:13]=2)=[CH:4][C:3]=1[CH3:23], predict the reactants needed to synthesize it. The reactants are: [F:1][C:2]1[CH:7]=[CH:6][C:5]([C:8]2[CH:9]=[C:10]([C:19](OC)=O)[C:11](=[O:18])[N:12]([CH2:14][CH:15]([CH3:17])[CH3:16])[N:13]=2)=[CH:4][C:3]=1[CH3:23].FC1C=CC(C2C=C(COS(C)(=O)=O)[C:34](=O)[N:35](CC(C)C)N=2)=CC=1C. (7) Given the product [F:1][C:2]1[CH:10]=[CH:9][C:8]([O:11][C:12]([F:15])([F:14])[F:13])=[CH:7][C:3]=1[C:4]([NH:48][C:46]1[CH:45]=[CH:44][N:43]=[C:42]([O:41][CH3:40])[CH:47]=1)=[O:6], predict the reactants needed to synthesize it. The reactants are: [F:1][C:2]1[CH:10]=[CH:9][C:8]([O:11][C:12]([F:15])([F:14])[F:13])=[CH:7][C:3]=1[C:4]([OH:6])=O.CN(C(ON1N=NC2C=CC=NC1=2)=[N+](C)C)C.F[P-](F)(F)(F)(F)F.[CH3:40][O:41][C:42]1[CH:47]=[C:46]([NH2:48])[CH:45]=[CH:44][N:43]=1.CCN(CC)CC.